Task: Predict the product of the given reaction.. Dataset: Forward reaction prediction with 1.9M reactions from USPTO patents (1976-2016) (1) The product is: [CH3:22][O:21][C:19](=[O:20])[C:18]([OH:23])([C:17]([F:25])([F:24])[F:16])[C:12]1[C:13](=[O:14])[N:9]([C:6]2[CH:5]=[CH:4][C:3]([C:1]#[N:2])=[CH:8][CH:7]=2)[NH:10][C:11]=1[CH3:15]. Given the reactants [C:1]([C:3]1[CH:8]=[CH:7][C:6]([N:9]2[C:13](=[O:14])[CH:12]=[C:11]([CH3:15])[NH:10]2)=[CH:5][CH:4]=1)#[N:2].[F:16][C:17]([F:25])([F:24])[C:18](=[O:23])[C:19]([O:21][CH3:22])=[O:20], predict the reaction product. (2) Given the reactants [CH3:1][O:2][C:3]1[CH:4]=[C:5]2[C:10](=[CH:11][C:12]=1[O:13][CH3:14])[N:9]=[CH:8][CH:7]=[C:6]2[O:15][C:16]1[CH:22]=[CH:21][C:19]([NH2:20])=[CH:18][CH:17]=1.ClC(Cl)(O[C:27](=[O:33])[O:28]C(Cl)(Cl)Cl)Cl.O[N:36]1[C:44](=[O:45])[C:43]2[C:38](=[CH:39][CH:40]=[CH:41][CH:42]=2)[C:37]1=[O:46].C(=O)(O)[O-].[Na+], predict the reaction product. The product is: [CH3:1][O:2][C:3]1[CH:4]=[C:5]2[C:10](=[CH:11][C:12]=1[O:13][CH3:14])[N:9]=[CH:8][CH:7]=[C:6]2[O:15][C:16]1[CH:22]=[CH:21][C:19]([NH:20][C:27](=[O:33])[O:28][N:36]2[C:44](=[O:45])[C:43]3[C:38](=[CH:39][CH:40]=[CH:41][CH:42]=3)[C:37]2=[O:46])=[CH:18][CH:17]=1. (3) Given the reactants [C:1]([O:5][C:6]1[N:11]=[C:10]([CH:12]=[CH2:13])[CH:9]=[CH:8][N:7]=1)([CH3:4])([CH3:3])[CH3:2].Cl.[F:15][C:16]1[CH:29]=[CH:28][CH:27]=[CH:26][C:17]=1[O:18][CH2:19][CH:20]1[CH2:25][CH2:24][NH:23][CH2:22][CH2:21]1.C(=O)([O-])[O-].[K+].[K+].C(OCC)(=O)C, predict the reaction product. The product is: [C:1]([O:5][C:6]1[N:11]=[C:10]([CH2:12][CH2:13][N:23]2[CH2:22][CH2:21][CH:20]([CH2:19][O:18][C:17]3[CH:26]=[CH:27][CH:28]=[CH:29][C:16]=3[F:15])[CH2:25][CH2:24]2)[CH:9]=[CH:8][N:7]=1)([CH3:4])([CH3:3])[CH3:2]. (4) Given the reactants Cl.[NH2:2][CH2:3][C:4]1[CH:9]=[CH:8][C:7]([C:10]2[N:14]=C(C)O[N:11]=2)=[CH:6][C:5]=1[NH:16][CH2:17][C:18]([O:20]CC1C=CC=CC=1)=[O:19].[CH3:28][C:29]1[CH:30]=[C:31]([CH:35]=[CH:36][CH:37]=1)[C:32](O)=[O:33], predict the reaction product. The product is: [C:10]([C:7]1[CH:8]=[CH:9][C:4]([CH2:3][NH:2][C:32](=[O:33])[C:31]2[CH:35]=[CH:36][CH:37]=[C:29]([CH3:28])[CH:30]=2)=[C:5]([NH:16][CH2:17][C:18]([OH:20])=[O:19])[CH:6]=1)(=[NH:11])[NH2:14].